Dataset: Forward reaction prediction with 1.9M reactions from USPTO patents (1976-2016). Task: Predict the product of the given reaction. (1) Given the reactants [O:1]=[C:2]1[N:8]([CH:9]2[CH2:14][CH2:13][N:12]([C:15]([O:17][C@H:18]([CH2:34][C:35]3[CH:40]=[C:39]([C:41]([F:44])([F:43])[F:42])[C:38]([NH2:45])=[C:37]([Cl:46])[CH:36]=3)[C:19]([N:21]3[CH2:26][CH2:25][CH:24]([N:27]4[CH2:32][CH2:31][N:30]([CH3:33])[CH2:29][CH2:28]4)[CH2:23][CH2:22]3)=[O:20])=[O:16])[CH2:11][CH2:10]2)[CH2:7][CH2:6][C:5]2[CH:47]=[CH:48][CH:49]=[CH:50][C:4]=2[NH:3]1.[BrH:51], predict the reaction product. The product is: [BrH:51].[BrH:51].[O:1]=[C:2]1[N:8]([CH:9]2[CH2:14][CH2:13][N:12]([C:15]([O:17][C@H:18]([CH2:34][C:35]3[CH:40]=[C:39]([C:41]([F:43])([F:42])[F:44])[C:38]([NH2:45])=[C:37]([Cl:46])[CH:36]=3)[C:19]([N:21]3[CH2:26][CH2:25][CH:24]([N:27]4[CH2:28][CH2:29][N:30]([CH3:33])[CH2:31][CH2:32]4)[CH2:23][CH2:22]3)=[O:20])=[O:16])[CH2:11][CH2:10]2)[CH2:7][CH2:6][C:5]2[CH:47]=[CH:48][CH:49]=[CH:50][C:4]=2[NH:3]1. (2) Given the reactants Br[CH2:2][C:3]1[N:7]([CH3:8])[N:6]([C:9]2[CH:14]=[CH:13][C:12]([Cl:15])=[CH:11][CH:10]=2)[C:5](=[O:16])[C:4]=1[Cl:17].[C:18]1([C:24]2([C:30]#[N:31])[CH2:29][CH2:28][NH:27][CH2:26][CH2:25]2)[CH:23]=[CH:22][CH:21]=[CH:20][CH:19]=1.[C:32]([O-])([O-])=O.[K+].[K+], predict the reaction product. The product is: [Cl:17][C:4]1[C:5](=[O:16])[N:6]([C:9]2[CH:14]=[CH:13][C:12]([Cl:15])=[CH:11][CH:10]=2)[N:7]([CH2:8][CH3:32])[C:3]=1[CH2:2][N:27]1[CH2:26][CH2:25][C:24]([C:18]2[CH:19]=[CH:20][CH:21]=[CH:22][CH:23]=2)([C:30]#[N:31])[CH2:29][CH2:28]1.